This data is from Forward reaction prediction with 1.9M reactions from USPTO patents (1976-2016). The task is: Predict the product of the given reaction. (1) Given the reactants [NH2:1][C:2]1[C:3]2[CH:10]=[CH:9][N:8]([C@@H:11]3[O:15][C@@:14]([CH2:18][OH:19])([CH:16]=O)[C@@H:13]([O:20][Si:21]([C:24]([CH3:27])([CH3:26])[CH3:25])([CH3:23])[CH3:22])[CH2:12]3)[C:4]=2[N:5]=[CH:6][N:7]=1.Cl.[NH2:29][OH:30], predict the reaction product. The product is: [NH2:1][C:2]1[C:3]2[CH:10]=[CH:9][N:8]([CH:11]3[O:15][C:14]([CH2:18][OH:19])([CH:16]=[N:29][OH:30])[CH:13]([O:20][Si:21]([C:24]([CH3:26])([CH3:25])[CH3:27])([CH3:22])[CH3:23])[CH2:12]3)[C:4]=2[N:5]=[CH:6][N:7]=1. (2) Given the reactants C1(P(=O)(C2C=CC=CC=2)C2C=CC=CC=2)C=CC=CC=1.FC(F)(F)S(OS(C(F)(F)F)(=O)=O)(=O)=O.[Cl:36][C:37]1[S:41][C:40]([S:42]([NH:45][C:46]2[CH:47]=[CH:48][CH:49]=[C:50]3[C:54]=2[NH:53][C:52]([C:55]([NH:57][CH2:58][CH2:59][S:60]C(C2C=CC=CC=2)(C2C=CC=CC=2)C2C=CC=CC=2)=O)=[CH:51]3)(=[O:44])=[O:43])=[CH:39][CH:38]=1, predict the reaction product. The product is: [Cl:36][C:37]1[S:41][C:40]([S:42]([NH:45][C:46]2[CH:47]=[CH:48][CH:49]=[C:50]3[C:54]=2[NH:53][C:52]([C:55]2[S:60][CH2:59][CH2:58][N:57]=2)=[CH:51]3)(=[O:44])=[O:43])=[CH:39][CH:38]=1. (3) Given the reactants [Cl:1][C:2]1[CH:7]=[C:6]([S:8]([CH2:11][CH3:12])(=[O:10])=[O:9])[CH:5]=[CH:4][C:3]=1[S:13][C:14]1[CH:15]=[C:16]([CH2:24][C:25](O)=[O:26])[CH:17]=[C:18]([C:20]([F:23])([F:22])[F:21])[CH:19]=1.[CH3:28][S:29]([NH2:32])(=[O:31])=[O:30], predict the reaction product. The product is: [Cl:1][C:2]1[CH:7]=[C:6]([S:8]([CH2:11][CH3:12])(=[O:9])=[O:10])[CH:5]=[CH:4][C:3]=1[S:13][C:14]1[CH:15]=[C:16]([CH2:24][C:25]([NH:32][S:29]([CH3:28])(=[O:31])=[O:30])=[O:26])[CH:17]=[C:18]([C:20]([F:21])([F:22])[F:23])[CH:19]=1. (4) The product is: [CH2:1]([O:3][C:4]([C:6]1([CH:39]([C:40]2[CH:41]=[N:42][CH:43]=[CH:44][CH:45]=2)[CH2:38][N+:35]([O-:37])=[O:36])[CH2:11][CH2:10][CH2:9][N:8]([C:12]([O:14][C:15]([CH3:17])([CH3:16])[CH3:18])=[O:13])[CH2:7]1)=[O:5])[CH3:2]. Given the reactants [CH2:1]([O:3][C:4]([CH:6]1[CH2:11][CH2:10][CH2:9][N:8]([C:12]([O:14][C:15]([CH3:18])([CH3:17])[CH3:16])=[O:13])[CH2:7]1)=[O:5])[CH3:2].[Li+].CC([N-]C(C)C)C.C(C1C=CC=CC=1)C.[N+:35]([CH:38]=[CH:39][C:40]1[CH:41]=[N:42][CH:43]=[CH:44][CH:45]=1)([O-:37])=[O:36], predict the reaction product.